From a dataset of CYP3A4 inhibition data for predicting drug metabolism from PubChem BioAssay. Regression/Classification. Given a drug SMILES string, predict its absorption, distribution, metabolism, or excretion properties. Task type varies by dataset: regression for continuous measurements (e.g., permeability, clearance, half-life) or binary classification for categorical outcomes (e.g., BBB penetration, CYP inhibition). Dataset: cyp3a4_veith. (1) The drug is COc1ccc2[nH]cc(CCNc3ccnc(-c4ccc(N(C)C)cc4)n3)c2c1. The result is 1 (inhibitor). (2) The compound is CS(=O)(=O)N1CCC2(CCCN(Cc3ccccc3)C2)CC1. The result is 0 (non-inhibitor). (3) The compound is COC(=O)[C@@]1(Cc2ccc(F)cc2)[C@@H]2C(=CC(=O)[C@H]2CC(=O)C(=O)N(C)C)CN1C(=O)c1ccccc1. The result is 1 (inhibitor). (4) The molecule is COc1ccc(CNc2ccnc(-c3ccc4c(c3)OCO4)n2)c(OC)c1. The result is 1 (inhibitor).